Predict the reactants needed to synthesize the given product. From a dataset of Full USPTO retrosynthesis dataset with 1.9M reactions from patents (1976-2016). (1) Given the product [C:20]([N:16]1[C:17]2[C:13](=[CH:12][C:11]([C:8]3[S:9][CH:10]=[C:6]([C:4]([OH:5])=[O:3])[N:7]=3)=[CH:19][CH:18]=2)[CH:14]=[N:15]1)(=[O:22])[CH3:21].[CH3:6][C:4]([O:3][C:1]([CH3:2])=[O:33])=[O:5], predict the reactants needed to synthesize it. The reactants are: [CH2:1]([O:3][C:4]([C:6]1[N:7]=[C:8]([C:11]2[CH:12]=[C:13]3[C:17](=[CH:18][CH:19]=2)[N:16]([C:20](=[O:22])[CH3:21])[N:15]=[CH:14]3)[S:9][CH:10]=1)=[O:5])[CH3:2].CCN(CC)CC.C1C[O:33]CC1. (2) Given the product [NH2:30][C:26]1[CH:25]=[CH:24][CH:23]=[C:22]2[C:27]=1[C:28](=[O:29])[C:10]1([NH:9][C:7](=[O:8])[C:6]3[CH:34]=[C:2]([F:1])[CH:3]=[N:4][CH:5]=3)[C:14]3[CH:15]=[CH:16][C:17]([CH:19]([CH3:21])[CH3:20])=[CH:18][C:13]=3[O:12][C:11]12[OH:33], predict the reactants needed to synthesize it. The reactants are: [F:1][C:2]1[CH:3]=[N:4][CH:5]=[C:6]([CH:34]=1)[C:7]([NH:9][C:10]12[C:28](=[O:29])[C:27]3[C:22](=[CH:23][CH:24]=[CH:25][C:26]=3[N+:30]([O-])=O)[C:11]1([OH:33])[O:12][C:13]1[CH:18]=[C:17]([CH:19]([CH3:21])[CH3:20])[CH:16]=[CH:15][C:14]=12)=[O:8].C(O)C. (3) Given the product [CH2:20]([N:24]1[C:25]2[CH:31]=[C:30]([O:32][CH2:33][CH2:34][CH2:35][N:36]([CH2:37][CH3:38])[CH2:39][CH3:40])[CH:29]=[C:28]([O:41][CH2:42][CH2:43][CH2:44][N:45]([CH2:48][CH3:49])[CH2:46][CH3:47])[C:26]=2[N:27]=[C:13]1[C:12]1[CH:15]=[CH:16][CH:17]=[C:10]([O:9][C:8]2[CH:18]=[CH:19][C:5]([C:1]([CH3:4])([CH3:3])[CH3:2])=[CH:6][CH:7]=2)[CH:11]=1)[CH2:21][CH2:22][CH3:23], predict the reactants needed to synthesize it. The reactants are: [C:1]([C:5]1[CH:19]=[CH:18][C:8]([O:9][C:10]2[CH:11]=[C:12]([CH:15]=[CH:16][CH:17]=2)[CH:13]=O)=[CH:7][CH:6]=1)([CH3:4])([CH3:3])[CH3:2].[CH2:20]([NH:24][C:25]1[CH:31]=[C:30]([O:32][CH2:33][CH2:34][CH2:35][N:36]([CH2:39][CH3:40])[CH2:37][CH3:38])[CH:29]=[C:28]([O:41][CH2:42][CH2:43][CH2:44][N:45]([CH2:48][CH3:49])[CH2:46][CH3:47])[C:26]=1[NH2:27])[CH2:21][CH2:22][CH3:23]. (4) Given the product [CH3:1][C:2]1[N:7]=[C:6]([NH:8][CH:9]2[CH2:14][CH2:13][CH2:12][N:11]([C:32](=[O:34])[CH3:33])[CH2:10]2)[C:5]([C:15]2[N:16]=[C:17]3[CH:23]=[CH:22][N:21]([CH2:24][O:25][CH2:26][CH2:27][Si:28]([CH3:30])([CH3:29])[CH3:31])[C:18]3=[N:19][CH:20]=2)=[CH:4][CH:3]=1, predict the reactants needed to synthesize it. The reactants are: [CH3:1][C:2]1[N:7]=[C:6]([NH:8][CH:9]2[CH2:14][CH2:13][CH2:12][NH:11][CH2:10]2)[C:5]([C:15]2[N:16]=[C:17]3[CH:23]=[CH:22][N:21]([CH2:24][O:25][CH2:26][CH2:27][Si:28]([CH3:31])([CH3:30])[CH3:29])[C:18]3=[N:19][CH:20]=2)=[CH:4][CH:3]=1.[C:32](OC(=O)C)(=[O:34])[CH3:33]. (5) The reactants are: [C:1]1([C:7]2[O:11][N:10]=[C:9]([C:12]3[O:16][N:15]=[C:14]4[C:17]5[C:22]([CH2:23][C:13]=34)=[CH:21][C:20]([CH:24]=C)=[CH:19][CH:18]=5)[C:8]=2[C:26]([F:29])([F:28])[F:27])[CH:6]=[CH:5][CH:4]=[CH:3][CH:2]=1.C[N+]1([O-])CC[O:34]CC1.I([O-])(=O)(=O)=O.[Na+]. Given the product [C:1]1([C:7]2[O:11][N:10]=[C:9]([C:12]3[O:16][N:15]=[C:14]4[C:17]5[C:22]([CH2:23][C:13]=34)=[CH:21][C:20]([CH:24]=[O:34])=[CH:19][CH:18]=5)[C:8]=2[C:26]([F:27])([F:28])[F:29])[CH:6]=[CH:5][CH:4]=[CH:3][CH:2]=1, predict the reactants needed to synthesize it.